This data is from Forward reaction prediction with 1.9M reactions from USPTO patents (1976-2016). The task is: Predict the product of the given reaction. (1) Given the reactants [NH2:1][C:2]([CH3:6])([CH3:5])[CH2:3][OH:4].[H-].[Na+].[CH:9]([N:12]1[C:16]([C:17]2[N:18]=[C:19]3[C:25]4[CH:26]=[CH:27][C:28]([C:30](OC)=O)=[CH:29][C:24]=4[O:23][CH2:22][CH2:21][N:20]3[CH:34]=2)=[N:15][CH:14]=[N:13]1)([CH3:11])[CH3:10].C(Cl)Cl.S(Cl)(Cl)=O, predict the reaction product. The product is: [CH3:5][C:2]1([CH3:6])[CH2:3][O:4][C:30]([C:28]2[CH:27]=[CH:26][C:25]3[C:19]4[N:20]([CH:34]=[C:17]([C:16]5[N:12]([CH:9]([CH3:11])[CH3:10])[N:13]=[CH:14][N:15]=5)[N:18]=4)[CH2:21][CH2:22][O:23][C:24]=3[CH:29]=2)=[N:1]1. (2) Given the reactants [C:1](Cl)(=[O:3])[CH3:2].[CH2:5]([O:11][C:12]1[CH:17]=[CH:16][CH:15]=[CH:14][C:13]=1[OH:18])[CH2:6][CH2:7][CH2:8][CH2:9][CH3:10].N1C=CC=CC=1, predict the reaction product. The product is: [C:1]([O:18][C:13]1[CH:14]=[CH:15][CH:16]=[CH:17][C:12]=1[O:11][CH2:5][CH2:6][CH2:7][CH2:8][CH2:9][CH3:10])(=[O:3])[CH3:2]. (3) Given the reactants Cl[C:2]1[C:3]2[S:23](=[O:24])[CH2:22][CH2:21][C:4]=2[N:5]=[C:6]([N:8]2[CH2:13][CH2:12][N:11]([C:14]3[CH:19]=[CH:18][C:17]([Cl:20])=[CH:16][CH:15]=3)[CH2:10][CH2:9]2)[N:7]=1.[CH2:25]([O:32][C@@H:33]1[CH2:37][CH2:36][CH2:35][C@H:34]1[NH2:38])[C:26]1[CH:31]=[CH:30][CH:29]=[CH:28][CH:27]=1.C(O[C@@H]1CCC[C@H]1NC1C2S(=O)CCC=2N=C(C2N(C3C=CC(Cl)=CC=3)CCNC2)N=1)C1C=CC=CC=1, predict the reaction product. The product is: [CH2:25]([O:32][C@@H:33]1[CH2:37][CH2:36][CH2:35][C@H:34]1[NH:38][C:2]1[C:3]2[S:23](=[O:24])[CH2:22][CH2:21][C:4]=2[N:5]=[C:6]([N:8]2[CH2:13][CH2:12][N:11]([C:14]3[CH:15]=[CH:16][C:17]([Cl:20])=[CH:18][CH:19]=3)[CH2:10][CH2:9]2)[N:7]=1)[C:26]1[CH:31]=[CH:30][CH:29]=[CH:28][CH:27]=1. (4) Given the reactants Br[CH2:2][C:3]([C:5]1[CH:10]=[CH:9][CH:8]=[C:7]([F:11])[C:6]=1[F:12])=[O:4].[S-:13][C:14]#[N:15].[K+].O, predict the reaction product. The product is: [F:12][C:6]1[C:7]([F:11])=[CH:8][CH:9]=[CH:10][C:5]=1[C:3](=[O:4])[CH2:2][S:13][C:14]#[N:15]. (5) Given the reactants Cl.[F:2][C:3]1[CH:8]=[C:7]([F:9])[C:6]([NH:10][C:11]2[C:12]3[C:19]4[CH2:20][CH2:21][NH:22][CH2:23][C:18]=4[S:17][C:13]=3[N:14]=[CH:15][N:16]=2)=[CH:5][C:4]=1[OH:24].Cl.[CH3:26][N:27]([CH3:34])[CH2:28]/[CH:29]=[CH:30]/[C:31](O)=[O:32], predict the reaction product. The product is: [CH3:26][N:27]([CH3:34])[CH2:28]/[CH:29]=[CH:30]/[C:31]([N:22]1[CH2:21][CH2:20][C:19]2[C:12]3[C:11]([NH:10][C:6]4[C:7]([F:9])=[CH:8][C:3]([F:2])=[C:4]([OH:24])[CH:5]=4)=[N:16][CH:15]=[N:14][C:13]=3[S:17][C:18]=2[CH2:23]1)=[O:32]. (6) Given the reactants Br[C:2]1[N:7]=[CH:6][CH:5]=[CH:4][N:3]=1.[Cl:8][C:9]1[CH:14]=[C:13](B(O)O)[C:12]([Cl:18])=[CH:11][N:10]=1.C([O-])([O-])=O.[K+].[K+], predict the reaction product. The product is: [Cl:8][C:9]1[CH:14]=[C:13]([C:2]2[N:7]=[CH:6][CH:5]=[CH:4][N:3]=2)[C:12]([Cl:18])=[CH:11][N:10]=1.